Dataset: Reaction yield outcomes from USPTO patents with 853,638 reactions. Task: Predict the reaction yield, written as a fraction of the theoretical maximum amount of product (1.0 means a 100% yield; for example, 0.34 means a 34% yield). (1) The reactants are [N+:1]([C:4]1[CH:9]=[CH:8][CH:7]=[CH:6][C:5]=1[C:10]1[N:11]=[C:12]2[N:16]([CH:17]=1)[C:15]([CH2:18][N:19]1[CH:23]=[N:22][CH:21]=[N:20]1)=[CH:14][S:13]2)([O-])=O. The catalyst is C(O)C.[Pd]. The product is [N:19]1([CH2:18][C:15]2[N:16]3[CH:17]=[C:10]([C:5]4[CH:6]=[CH:7][CH:8]=[CH:9][C:4]=4[NH2:1])[N:11]=[C:12]3[S:13][CH:14]=2)[CH:23]=[N:22][CH:21]=[N:20]1. The yield is 0.940. (2) The reactants are [CH:1]1([O:5][C:6]2[CH:15]=[C:14]([F:16])[C:13]([F:17])=[C:12]3[C:7]=2[CH:8]=[CH:9][C:10]([CH3:18])=[N:11]3)[CH2:4][CH2:3][CH2:2]1.[H][H]. The catalyst is CO. The product is [CH:1]1([O:5][C:6]2[CH:15]=[C:14]([F:16])[C:13]([F:17])=[C:12]3[C:7]=2[CH2:8][CH2:9][C@H:10]([CH3:18])[NH:11]3)[CH2:2][CH2:3][CH2:4]1. The yield is 0.330.